This data is from Catalyst prediction with 721,799 reactions and 888 catalyst types from USPTO. The task is: Predict which catalyst facilitates the given reaction. (1) Reactant: C(OC(C1C=C(C2C=CC(C[S:19][CH2:20][CH2:21][OH:22])=CC=2)C=CC=1)=O)C.[CH2:23]([O:25][C:26]([C:28]1[CH:33]=[CH:32][C:31]([C:34]2[CH:39]=[CH:38][CH:37]=[C:36]([CH2:40]Br)[CH:35]=2)=[CH:30][CH:29]=1)=[O:27])[CH3:24].SCCO.C(=O)([O-])[O-].[K+].[K+]. Product: [CH2:23]([O:25][C:26]([C:28]1[CH:33]=[CH:32][C:31]([C:34]2[CH:39]=[CH:38][CH:37]=[C:36]([CH2:40][S:19][CH2:20][CH2:21][OH:22])[CH:35]=2)=[CH:30][CH:29]=1)=[O:27])[CH3:24]. The catalyst class is: 3. (2) Reactant: [Cl:1][C:2]1[CH:3]=[CH:4][CH:5]=[C:6]2[C:11]=1[C:10]([C:12]#[N:13])=[N:9][C:8]([C@@H:14]([NH:16][C:17]1[N:25]=[CH:24][N:23]=[C:22]3[C:18]=1[N:19]=[CH:20][N:21]3[CH2:26][C:27]1[CH:32]=[CH:31][C:30]([O:33][CH3:34])=[CH:29][CH:28]=1)[CH3:15])=[CH:7]2.Cl.[NH2:36][OH:37].[OH-].[Na+].O. Product: [Cl:1][C:2]1[CH:3]=[CH:4][CH:5]=[C:6]2[C:11]=1[C:10](/[C:12](=[N:36]/[OH:37])/[NH2:13])=[N:9][C:8]([C@@H:14]([NH:16][C:17]1[N:25]=[CH:24][N:23]=[C:22]3[C:18]=1[N:19]=[CH:20][N:21]3[CH2:26][C:27]1[CH:28]=[CH:29][C:30]([O:33][CH3:34])=[CH:31][CH:32]=1)[CH3:15])=[CH:7]2. The catalyst class is: 14.